Dataset: Forward reaction prediction with 1.9M reactions from USPTO patents (1976-2016). Task: Predict the product of the given reaction. (1) Given the reactants FC1C=C(C=C(C2C=CN=CC=2)C=1)CCC1C=CC(N2CCN(S(C(F)(F)F)(=O)=O)CC2)=CC=1.[N:35]1([CH2:40][C:41]2[CH:42]=[C:43]([CH:61]=[C:62]([Cl:64])[CH:63]=2)/[CH:44]=[CH:45]/[C:46]2[CH:51]=[CH:50][C:49]([N:52]3[CH2:57][CH2:56][N:55]([C:58](=[O:60])[CH3:59])[CH2:54][CH2:53]3)=[CH:48][CH:47]=2)[CH:39]=[CH:38][N:37]=[CH:36]1, predict the reaction product. The product is: [N:35]1([CH2:40][C:41]2[CH:42]=[C:43]([CH:61]=[C:62]([Cl:64])[CH:63]=2)[CH2:44][CH2:45][C:46]2[CH:47]=[CH:48][C:49]([N:52]3[CH2:53][CH2:54][N:55]([C:58](=[O:60])[CH3:59])[CH2:56][CH2:57]3)=[CH:50][CH:51]=2)[CH:39]=[CH:38][N:37]=[CH:36]1. (2) Given the reactants [CH2:1]([C:3]([F:34])([CH2:32][CH3:33])[CH2:4][N:5]1[CH2:10][CH2:9][CH:8]([CH2:11][O:12][C:13]2[CH:18]=[CH:17][C:16]([C:19]3[CH:24]=[CH:23][C:22]([C:25]([O:27]CC)=[O:26])=[CH:21][C:20]=3[F:30])=[CH:15][C:14]=2[F:31])[CH2:7][CH2:6]1)[CH3:2].O[Li].O, predict the reaction product. The product is: [CH2:1]([C:3]([F:34])([CH2:32][CH3:33])[CH2:4][N:5]1[CH2:6][CH2:7][CH:8]([CH2:11][O:12][C:13]2[CH:18]=[CH:17][C:16]([C:19]3[CH:24]=[CH:23][C:22]([C:25]([OH:27])=[O:26])=[CH:21][C:20]=3[F:30])=[CH:15][C:14]=2[F:31])[CH2:9][CH2:10]1)[CH3:2]. (3) Given the reactants [NH2:1][C:2]1[CH:3]=[CH:4][C:5]([C:13]([O:15][CH3:16])=[O:14])=[C:6]2[C:10]=1[O:9][C:8]([CH3:12])([CH3:11])[CH2:7]2.Cl[C:18]1[N:27]=[CH:26][C:25]2[N:24]([CH3:28])[C:23](=[O:29])[C@@H:22]([CH2:30][CH3:31])[N:21]([CH:32]3[CH2:36][CH2:35][CH2:34][CH2:33]3)[C:20]=2[N:19]=1.C1(C)C=CC(S(O)(=O)=O)=CC=1.C(=O)(O)[O-].[Na+], predict the reaction product. The product is: [CH:32]1([N:21]2[C:20]3[N:19]=[C:18]([NH:1][C:2]4[CH:3]=[CH:4][C:5]([C:13]([O:15][CH3:16])=[O:14])=[C:6]5[C:10]=4[O:9][C:8]([CH3:12])([CH3:11])[CH2:7]5)[N:27]=[CH:26][C:25]=3[N:24]([CH3:28])[C:23](=[O:29])[C@H:22]2[CH2:30][CH3:31])[CH2:33][CH2:34][CH2:35][CH2:36]1. (4) Given the reactants [CH2:1]([C:4]1[CH:9]=[CH:8][N:7]=[CH:6][CH:5]=1)[CH2:2][CH3:3].[NH2-:10].[Na+].Cl, predict the reaction product. The product is: [CH2:1]([C:4]1[CH:9]=[CH:8][N:7]=[C:6]([NH2:10])[CH:5]=1)[CH2:2][CH3:3]. (5) Given the reactants [CH2:1]([NH:3][C:4]([C:6]1[C:14]2[C:9](=[N:10][CH:11]=[C:12](Br)[N:13]=2)[N:8](COCC[Si](C)(C)C)[CH:7]=1)=[O:5])[CH3:2].C(NC(C1C2C(=NC=C(Br)N=2)N(COCC[Si](C)(C)C)C=1)=O)(C)C.[CH:48]1[C:57]2[C:52](=[CH:53][CH:54]=[CH:55][CH:56]=2)[CH:51]=[CH:50][C:49]=1[OH:58].C(C1C=C(O)C=CC=1)#N, predict the reaction product. The product is: [CH2:1]([NH:3][C:4]([C:6]1[C:14]2[C:9](=[N:10][CH:11]=[C:12]([O:58][C:49]3[CH:50]=[CH:51][C:52]4[C:57](=[CH:56][CH:55]=[CH:54][CH:53]=4)[CH:48]=3)[N:13]=2)[NH:8][CH:7]=1)=[O:5])[CH3:2]. (6) Given the reactants [C:1]([C:4]1[CH:5]=[C:6]([C:11]2[C:12]([C:17]([O:19][CH3:20])=[O:18])=[N:13][CH:14]=[CH:15][CH:16]=2)[CH:7]=[CH:8][C:9]=1[Cl:10])([OH:3])=O.C(Cl)(=O)C(Cl)=O.[NH2:27][CH2:28][C:29]1([OH:36])[CH2:35][CH2:34][CH2:33][CH2:32][CH2:31][CH2:30]1.C(N(CC)CC)C, predict the reaction product. The product is: [Cl:10][C:9]1[CH:8]=[CH:7][C:6]([C:11]2[C:12]([C:17]([O:19][CH3:20])=[O:18])=[N:13][CH:14]=[CH:15][CH:16]=2)=[CH:5][C:4]=1[C:1]([NH:27][CH2:28][C:29]1([OH:36])[CH2:35][CH2:34][CH2:33][CH2:32][CH2:31][CH2:30]1)=[O:3]. (7) Given the reactants [NH2:1][C:2]1[N:3]=[C:4](Cl)[C:5]2[C:10]([CH3:11])=[CH:9][N:8]([C@@H:12]3[O:18][C@H:17]([CH2:19][OH:20])[C@@H:15]([OH:16])[C@H:13]3[OH:14])[C:6]=2[N:7]=1.[OH-:22].[Na+], predict the reaction product. The product is: [NH2:1][C:2]1[NH:3][C:4](=[O:22])[C:5]2[C:10]([CH3:11])=[CH:9][N:8]([C@@H:12]3[O:18][C@H:17]([CH2:19][OH:20])[C@@H:15]([OH:16])[C@H:13]3[OH:14])[C:6]=2[N:7]=1.